This data is from Reaction yield outcomes from USPTO patents with 853,638 reactions. The task is: Predict the reaction yield, written as a fraction of the theoretical maximum amount of product (1.0 means a 100% yield; for example, 0.34 means a 34% yield). (1) The product is [F:1][C:2]1[C:9]([O:10][CH2:12][CH:13]([CH3:15])[CH3:14])=[CH:8][CH:7]=[CH:6][C:3]=1[C:4]#[N:5]. The yield is 0.870. The catalyst is CC#N. The reactants are [F:1][C:2]1[C:9]([OH:10])=[CH:8][CH:7]=[CH:6][C:3]=1[C:4]#[N:5].Br[CH2:12][CH:13]([CH3:15])[CH3:14].C([O-])([O-])=O.[K+].[K+]. (2) The reactants are [Br:1][C:2]1[CH:7]=[CH:6][C:5]([NH2:8])=[C:4]([Cl:9])[CH:3]=1.[O:10]1[CH2:15][CH2:14][C:13](=O)[CH2:12][CH2:11]1.C(O[BH-](OC(=O)C)OC(=O)C)(=O)C.[Na+]. The catalyst is ClCCCl. The product is [Br:1][C:2]1[CH:7]=[CH:6][C:5]([NH:8][CH:13]2[CH2:14][CH2:15][O:10][CH2:11][CH2:12]2)=[C:4]([Cl:9])[CH:3]=1. The yield is 0.860. (3) The reactants are [N:1]1[N:5]2[CH:6]=[CH:7][CH:8]=[N:9][C:4]2=[C:3]([C:10]2[CH:20]=[CH:19][C:13]([C:14]([O:16]CC)=[O:15])=[CH:12][CH:11]=2)[CH:2]=1.[OH-].[Na+]. The catalyst is CO. The product is [N:1]1[N:5]2[CH:6]=[CH:7][CH:8]=[N:9][C:4]2=[C:3]([C:10]2[CH:20]=[CH:19][C:13]([C:14]([OH:16])=[O:15])=[CH:12][CH:11]=2)[CH:2]=1. The yield is 0.990. (4) The reactants are [CH3:1][C:2]([CH3:5])([O-])[CH3:3].[K+].C1(P([CH2:26][C:27]2[CH:32]=[CH:31][CH:30]=[CH:29][N:28]=2)(C2C=CC=CC=2)C2C=CC=CC=2)C=CC=CC=1.C(C1C=CC([C:41]2[C:42]3[N:43]([N:47]=[C:48]([NH:50][C:51]([CH:53]4[CH2:55][CH2:54]4)=[O:52])[N:49]=3)[CH:44]=[CH:45][CH:46]=2)=CC=1)=O.[CH2:56]1[CH2:60]OC[CH2:57]1. No catalyst specified. The yield is 0.690. The product is [N:28]1[CH:29]=[CH:30][CH:31]=[CH:32][C:27]=1[CH2:26][CH2:1][C:2]1[CH:5]=[CH:60][C:56]([C:44]2[N:43]3[N:47]=[C:48]([NH:50][C:51]([CH:53]4[CH2:54][CH2:55]4)=[O:52])[N:49]=[C:42]3[CH:41]=[CH:46][CH:45]=2)=[CH:57][CH:3]=1. (5) The reactants are [CH3:1][O:2][C:3]1[CH:4]=[C:5]2[C:10](=[CH:11][C:12]=1[OH:13])[N:9]=[C:8]([S:14][C:15]1[CH:20]=[CH:19][CH:18]=[CH:17][CH:16]=1)[N:7]=[C:6]2[NH:21][C:22]1[CH:26]=[C:25]([CH3:27])[NH:24][N:23]=1.[CH:28]1([O:33][C:34](=[O:47])[C@@H:35]([NH:39][C:40]([O:42][C:43]([CH3:46])([CH3:45])[CH3:44])=[O:41])[CH2:36][CH2:37]Br)[CH2:32][CH2:31][CH2:30][CH2:29]1.C([O-])([O-])=O.[K+].[K+]. The catalyst is CN(C=O)C.C(Cl)Cl. The product is [CH:28]1([O:33][C:34](=[O:47])[C@@H:35]([NH:39][C:40]([O:42][C:43]([CH3:46])([CH3:45])[CH3:44])=[O:41])[CH2:36][CH2:37][O:13][C:12]2[CH:11]=[C:10]3[C:5]([C:6]([NH:21][C:22]4[CH:26]=[C:25]([CH3:27])[NH:24][N:23]=4)=[N:7][C:8]([S:14][C:15]4[CH:16]=[CH:17][CH:18]=[CH:19][CH:20]=4)=[N:9]3)=[CH:4][C:3]=2[O:2][CH3:1])[CH2:29][CH2:30][CH2:31][CH2:32]1. The yield is 0.390. (6) The reactants are [CH2:1]([Mg]Cl)[CH3:2].O1CCC[CH2:6]1.[C:10]([C:16]([O:18][CH3:19])=[O:17])#[C:11][C:12]([O:14][CH3:15])=[O:13].CI.[Cl-].[NH4+]. The catalyst is O1CCCC1.CSC.[Cu+].[Br-].CN(C)P(=O)(N(C)C)N(C)C. The product is [CH3:15][O:14][C:12](=[O:13])/[C:11](/[CH2:1][CH3:2])=[C:10](/[CH3:6])\[C:16]([O:18][CH3:19])=[O:17]. The yield is 0.140. (7) The reactants are [Cl:1][C:2]1[CH:7]=[CH:6][C:5]([S:8]([NH:11][C@H:12]([CH2:16][CH:17]([CH3:19])[CH3:18])[C:13]([NH2:15])=[O:14])(=[O:10])=[O:9])=[CH:4][CH:3]=1.C([O-])([O-])=O.[K+].[K+].[CH3:26][O:27][C:28]1[CH:35]=[CH:34][C:31]([CH2:32]Cl)=[CH:30][CH:29]=1. The catalyst is CN(C=O)C.CCOC(C)=O. The product is [Cl:1][C:2]1[CH:3]=[CH:4][C:5]([S:8]([N:11]([C@H:12]([CH2:16][CH:17]([CH3:19])[CH3:18])[C:13]([NH2:15])=[O:14])[CH2:32][C:31]2[CH:34]=[CH:35][C:28]([O:27][CH3:26])=[CH:29][CH:30]=2)(=[O:9])=[O:10])=[CH:6][CH:7]=1. The yield is 0.700. (8) The reactants are [C:1]([C:4]1[C:9](=[O:10])[C:8]([O:11][CH3:12])=[CH:7][N:6]([C:13]2[CH:18]=[CH:17][C:16]([N:19]3[CH:23]=[CH:22][CH:21]=[N:20]3)=[CH:15][C:14]=2[F:24])[N:5]=1)(=O)[CH3:2].[CH3:25]C(O)=O.Cl.[Cl:30][C:31]1[CH:32]=[C:33]([NH:37][NH2:38])[CH:34]=[CH:35][CH:36]=1. The catalyst is COC(OC)N(C)C. The product is [Cl:30][C:31]1[CH:32]=[C:33]([N:37]2[C:1]([C:4]3[C:9](=[O:10])[C:8]([O:11][CH3:12])=[CH:7][N:6]([C:13]4[CH:18]=[CH:17][C:16]([N:19]5[CH:23]=[CH:22][CH:21]=[N:20]5)=[CH:15][C:14]=4[F:24])[N:5]=3)=[CH:2][CH:25]=[N:38]2)[CH:34]=[CH:35][CH:36]=1. The yield is 0.440. (9) The reactants are Cl[Si](C)(C)C.[CH:6]1([CH2:9][CH2:10][NH:11][C:12](=[O:39])[C:13]2[CH:18]=[CH:17][C:16]([N:19]3[CH2:24][CH2:23][N:22]([C:25](=[O:36])[C:26]4[CH:31]=[CH:30][CH:29]=[CH:28][C:27]=4[C:32]([F:35])([F:34])[F:33])[CH2:21][CH2:20]3)=[N:15][C:14]=2[O:37]C)[CH2:8][CH2:7]1.[I-].[Na+]. The catalyst is CC#N.O. The product is [CH:6]1([CH2:9][CH2:10][NH:11][C:12](=[O:39])[C:13]2[CH:18]=[CH:17][C:16]([N:19]3[CH2:20][CH2:21][N:22]([C:25](=[O:36])[C:26]4[CH:31]=[CH:30][CH:29]=[CH:28][C:27]=4[C:32]([F:33])([F:34])[F:35])[CH2:23][CH2:24]3)=[N:15][C:14]=2[OH:37])[CH2:7][CH2:8]1. The yield is 0.300.